Dataset: Full USPTO retrosynthesis dataset with 1.9M reactions from patents (1976-2016). Task: Predict the reactants needed to synthesize the given product. Given the product [CH2:1]([O:5][C:6]1[N:14]=[C:13]2[C:9]([NH:10][C:11](=[O:24])[N:12]2[CH2:15][C:16]2[CH:21]=[CH:20][C:19]([CH2:22][Cl:27])=[CH:18][CH:17]=2)=[C:8]([NH2:26])[N:7]=1)[CH2:2][CH2:3][CH3:4], predict the reactants needed to synthesize it. The reactants are: [CH2:1]([O:5][C:6]1[N:14]=[C:13]2[C:9]([N:10]=[C:11]([O:24]C)[N:12]2[CH2:15][C:16]2[CH:21]=[CH:20][C:19]([CH2:22]O)=[CH:18][CH:17]=2)=[C:8]([NH2:26])[N:7]=1)[CH2:2][CH2:3][CH3:4].[Cl:27]CCl.S(Cl)(Cl)=O.